This data is from Full USPTO retrosynthesis dataset with 1.9M reactions from patents (1976-2016). The task is: Predict the reactants needed to synthesize the given product. (1) Given the product [NH2:8][C@H:9]([CH2:15][CH:16]1[CH2:21][CH2:20][CH2:19][CH2:18][CH2:17]1)[CH:10]([OH:14])[C:11]([OH:13])=[O:12], predict the reactants needed to synthesize it. The reactants are: C(OC([NH:8][C@H:9]([CH2:15][CH:16]1[CH2:21][CH2:20][CH2:19][CH2:18][CH2:17]1)[CH:10]([OH:14])[C:11]([OH:13])=[O:12])=O)(C)(C)C. (2) Given the product [C:15]([O:14][C:12]([N:5]1[CH2:4][C:3]2[C:7](=[CH:8][CH:9]=[CH:10][C:2]=2[Br:1])[C:6]1=[O:11])=[O:13])([CH3:18])([CH3:17])[CH3:16], predict the reactants needed to synthesize it. The reactants are: [Br:1][C:2]1[CH:10]=[CH:9][CH:8]=[C:7]2[C:3]=1[CH2:4][NH:5][C:6]2=[O:11].[C:12](O[C:12]([O:14][C:15]([CH3:18])([CH3:17])[CH3:16])=[O:13])([O:14][C:15]([CH3:18])([CH3:17])[CH3:16])=[O:13].C(N(CC)CC)C. (3) Given the product [NH2:8][C:16]1[N:17]=[C:18]([CH3:47])[C:19]([CH2:23][NH:24][C:25]2[C:26]3[C:30]([CH:31]=[CH:32][CH:33]=2)=[N:29][N:28]([CH2:34][C:35]2[CH:40]=[CH:39][C:38]([CH2:41][N:42]4[CH:46]=[CH:45][CH:44]=[N:43]4)=[CH:37][CH:36]=2)[CH:27]=3)=[C:20]([CH3:22])[CH:21]=1, predict the reactants needed to synthesize it. The reactants are: C(OC([N:8]([C:16]1[CH:21]=[C:20]([CH3:22])[C:19]([CH2:23][NH:24][C:25]2[C:26]3[C:30]([CH:31]=[CH:32][CH:33]=2)=[N:29][N:28]([CH2:34][C:35]2[CH:40]=[CH:39][C:38]([CH2:41][N:42]4[CH:46]=[CH:45][CH:44]=[N:43]4)=[CH:37][CH:36]=2)[CH:27]=3)=[C:18]([CH3:47])[N:17]=1)C(=O)OC(C)(C)C)=O)(C)(C)C.FC(F)(F)C(O)=O. (4) Given the product [C:20]1([NH:19][CH2:6][CH2:7][O:8][C:9]2[CH:10]=[CH:11][C:12]([C:13]([O:15][CH3:16])=[O:14])=[CH:17][CH:18]=2)[CH:25]=[CH:24][CH:23]=[CH:22][CH:21]=1, predict the reactants needed to synthesize it. The reactants are: CS(O[CH2:6][CH2:7][O:8][C:9]1[CH:18]=[CH:17][C:12]([C:13]([O:15][CH3:16])=[O:14])=[CH:11][CH:10]=1)(=O)=O.[NH2:19][C:20]1[CH:25]=[CH:24][CH:23]=[CH:22][CH:21]=1.O.